Dataset: Forward reaction prediction with 1.9M reactions from USPTO patents (1976-2016). Task: Predict the product of the given reaction. (1) Given the reactants [C@@H:1]12[N:8]([C:9]3[CH:14]=[C:13]([CH3:15])[N:12]=[C:11]([N:16]([CH3:18])[CH3:17])[N:10]=3)[CH2:7][C@@H:6]1[CH2:5][CH2:4][NH:3][CH2:2]2.[C@@H]12N(C3C=NC4C(=CC=CC=4)N=3)C[C@@H]1CCNC2.[N:37]1[N:38]([C:42]2[CH:50]=[CH:49][CH:48]=[CH:47][C:43]=2[C:44](O)=[O:45])[N:39]=[CH:40][CH:41]=1.S1C=CC=C1C1C=CC=CC=1C(O)=O, predict the reaction product. The product is: [CH3:18][N:16]([CH3:17])[C:11]1[N:10]=[C:9]([N:8]2[C@@H:1]3[C@@H:6]([CH2:5][CH2:4][N:3]([C:44]([C:43]4[CH:47]=[CH:48][CH:49]=[CH:50][C:42]=4[N:38]4[N:39]=[CH:40][CH:41]=[N:37]4)=[O:45])[CH2:2]3)[CH2:7]2)[CH:14]=[C:13]([CH3:15])[N:12]=1. (2) Given the reactants CO[CH:3](OC)[CH2:4][S:5][C:6]1[CH:11]=[CH:10][CH:9]=[CH:8][C:7]=1[CH3:12].O, predict the reaction product. The product is: [CH3:12][C:7]1[C:6]2[S:5][CH:4]=[CH:3][C:11]=2[CH:10]=[CH:9][CH:8]=1. (3) The product is: [CH2:1]([O:8][C:9](=[O:10])[NH:11][C:12]1[C:17](=[O:18])[N:16]2[CH:19]([CH3:22])[CH2:20][CH2:21][C:15]2=[N:14][CH:13]=1)[C:2]1[CH:3]=[CH:4][CH:5]=[CH:6][CH:7]=1. Given the reactants [CH2:1]([O:8][C:9]([NH:11][C:12]1[C:17](=[O:18])[N:16]2[C:19](C)([C:22](O)=O)[CH2:20][CH2:21][C:15]2=[N:14][CH:13]=1)=[O:10])[C:2]1[CH:7]=[CH:6][CH:5]=[CH:4][CH:3]=1.CCN(C(C)C)C(C)C.F[P-](F)(F)(F)(F)F.N1(O[P+](N(C)C)(N(C)C)N(C)C)C2C=CC=CC=2N=N1.C(OC(=O)NC(C1C=CC(CN)=CC=1)=N)(C)(C)C, predict the reaction product. (4) Given the reactants [CH2:1]([N:8]1[C:16]2[C:11](=[CH:12][CH:13]=[C:14](Br)[CH:15]=2)[CH:10]=[CH:9]1)[C:2]1[CH:7]=[CH:6][CH:5]=[CH:4][CH:3]=1.[F:18][C:19]([F:30])([F:29])C1C=CC(B(O)O)=CC=1.C(=O)([O-])[O-:32].[Na+].[Na+].[C:37]1(C)[CH:42]=[CH:41][CH:40]=[CH:39][CH:38]=1, predict the reaction product. The product is: [CH2:1]([N:8]1[C:16]2[C:11](=[CH:12][CH:13]=[C:14]([C:40]3[CH:41]=[CH:42][C:37]([O:32][C:19]([F:30])([F:29])[F:18])=[CH:38][CH:39]=3)[CH:15]=2)[CH:10]=[CH:9]1)[C:2]1[CH:7]=[CH:6][CH:5]=[CH:4][CH:3]=1.